This data is from NCI-60 drug combinations with 297,098 pairs across 59 cell lines. The task is: Regression. Given two drug SMILES strings and cell line genomic features, predict the synergy score measuring deviation from expected non-interaction effect. (1) Drug 1: CCCS(=O)(=O)NC1=C(C(=C(C=C1)F)C(=O)C2=CNC3=C2C=C(C=N3)C4=CC=C(C=C4)Cl)F. Drug 2: CC12CCC3C(C1CCC2O)C(CC4=C3C=CC(=C4)O)CCCCCCCCCS(=O)CCCC(C(F)(F)F)(F)F. Cell line: UO-31. Synergy scores: CSS=5.35, Synergy_ZIP=-2.80, Synergy_Bliss=-1.43, Synergy_Loewe=-0.927, Synergy_HSA=-1.09. (2) Cell line: A549. Synergy scores: CSS=1.27, Synergy_ZIP=-9.66, Synergy_Bliss=-16.8, Synergy_Loewe=-58.4, Synergy_HSA=-18.3. Drug 1: CC1C(C(=O)NC(C(=O)N2CCCC2C(=O)N(CC(=O)N(C(C(=O)O1)C(C)C)C)C)C(C)C)NC(=O)C3=C4C(=C(C=C3)C)OC5=C(C(=O)C(=C(C5=N4)C(=O)NC6C(OC(=O)C(N(C(=O)CN(C(=O)C7CCCN7C(=O)C(NC6=O)C(C)C)C)C)C(C)C)C)N)C. Drug 2: CN(C(=O)NC(C=O)C(C(C(CO)O)O)O)N=O. (3) Drug 2: CC1=C(N=C(N=C1N)C(CC(=O)N)NCC(C(=O)N)N)C(=O)NC(C(C2=CN=CN2)OC3C(C(C(C(O3)CO)O)O)OC4C(C(C(C(O4)CO)O)OC(=O)N)O)C(=O)NC(C)C(C(C)C(=O)NC(C(C)O)C(=O)NCCC5=NC(=CS5)C6=NC(=CS6)C(=O)NCCC[S+](C)C)O. Cell line: M14. Drug 1: CNC(=O)C1=CC=CC=C1SC2=CC3=C(C=C2)C(=NN3)C=CC4=CC=CC=N4. Synergy scores: CSS=-3.13, Synergy_ZIP=-1.79, Synergy_Bliss=-7.63, Synergy_Loewe=-18.1, Synergy_HSA=-11.4.